Task: Predict the product of the given reaction.. Dataset: Forward reaction prediction with 1.9M reactions from USPTO patents (1976-2016) (1) Given the reactants [N:1]1[CH:6]=[CH:5][CH:4]=[C:3]2[C:7](=[N:16]O)[C:8]3[CH:15]=[CH:14][CH:13]=[CH:12][C:9]=3[CH2:10][CH2:11][C:2]=12.CCOCC.[OH-].[Na+], predict the reaction product. The product is: [N:1]1[CH:6]=[CH:5][CH:4]=[C:3]2[CH:7]([NH2:16])[C:8]3[CH:15]=[CH:14][CH:13]=[CH:12][C:9]=3[CH2:10][CH2:11][C:2]=12. (2) Given the reactants [NH:1]1[CH2:5][CH2:4][CH2:3][CH2:2]1.[F:6][C:7]1[CH:12]=[CH:11][C:10]([N:13]2[C:17]3[CH:18]=[C:19]4[C@:24]([C:26]([C:28]5[S:29][CH:30]=[CH:31][N:32]=5)=[O:27])([CH2:25][C:16]=3[CH:15]=[N:14]2)[CH2:23][N:22]([S:33]([C:36]2[CH:41]=[CH:40][C:39](F)=[CH:38][CH:37]=2)(=[O:35])=[O:34])[CH2:21][CH2:20]4)=[CH:9][CH:8]=1, predict the reaction product. The product is: [F:6][C:7]1[CH:12]=[CH:11][C:10]([N:13]2[C:17]3[CH:18]=[C:19]4[C@:24]([C:26]([C:28]5[S:29][CH:30]=[CH:31][N:32]=5)=[O:27])([CH2:25][C:16]=3[CH:15]=[N:14]2)[CH2:23][N:22]([S:33]([C:36]2[CH:37]=[CH:38][C:39]([N:1]3[CH2:5][CH2:4][CH2:3][CH2:2]3)=[CH:40][CH:41]=2)(=[O:34])=[O:35])[CH2:21][CH2:20]4)=[CH:9][CH:8]=1. (3) Given the reactants [I-].[CH2:2]([N+:4]1(C)[CH2:9][CH2:8][C:7](=[O:10])[CH2:6][CH2:5]1)[CH3:3].[CH2:12]([O:15][C@H:16]1[CH2:21]C[C@H](N)[CH2:18][CH2:17]1)[CH2:13][CH3:14].C(=O)([O-])[O-].[K+].[K+].O, predict the reaction product. The product is: [CH2:12]([O:15][C@H:16]1[CH2:21][CH2:3][C@H:2]([N:4]2[CH2:5][CH2:6][C:7](=[O:10])[CH2:8][CH2:9]2)[CH2:18][CH2:17]1)[CH2:13][CH3:14].